This data is from Catalyst prediction with 721,799 reactions and 888 catalyst types from USPTO. The task is: Predict which catalyst facilitates the given reaction. (1) Reactant: C(Cl)(=O)C(Cl)=O.CS(C)=O.[CH3:11][O:12][CH2:13][C:14]([NH:16][C:17]1[CH:18]=[C:19]([CH:22]=[CH:23][CH:24]=1)[CH2:20][OH:21])=[O:15].C(N(CC)CC)C. Product: [CH3:11][O:12][CH2:13][C:14]([NH:16][C:17]1[CH:18]=[C:19]([CH:22]=[CH:23][CH:24]=1)[CH:20]=[O:21])=[O:15]. The catalyst class is: 46. (2) Reactant: [CH3:1][N:2]1[C:7](=[O:8])[C:6]([C:9]2[CH2:13][CH:12]([C:14]3[CH:19]=[CH:18][CH:17]=[CH:16][CH:15]=3)[O:11][N:10]=2)=[CH:5][C:4]([C:20]([O:22]C)=[O:21])=[N:3]1.[OH-].[Li+]. Product: [CH3:1][N:2]1[C:7](=[O:8])[C:6]([C:9]2[CH2:13][CH:12]([C:14]3[CH:19]=[CH:18][CH:17]=[CH:16][CH:15]=3)[O:11][N:10]=2)=[CH:5][C:4]([C:20]([OH:22])=[O:21])=[N:3]1. The catalyst class is: 200. (3) Reactant: [CH3:1][O:2][C:3]1[CH:4]=[C:5]([C:14]2[CH:18]([C:19]3[C:20]([C:25]([F:28])([F:27])[F:26])=[N:21][CH:22]=[CH:23][CH:24]=3)[CH:17](O)[O:16][N:15]=2)[CH:6]=[C:7]([N+:11]([O-:13])=[O:12])[C:8]=1[O:9][CH3:10].FC(F)(F)C(O)=O. Product: [CH3:1][O:2][C:3]1[CH:4]=[C:5]([C:14]2[C:18]([C:19]3[C:20]([C:25]([F:27])([F:28])[F:26])=[N:21][CH:22]=[CH:23][CH:24]=3)=[CH:17][O:16][N:15]=2)[CH:6]=[C:7]([N+:11]([O-:13])=[O:12])[C:8]=1[O:9][CH3:10]. The catalyst class is: 13.